This data is from Forward reaction prediction with 1.9M reactions from USPTO patents (1976-2016). The task is: Predict the product of the given reaction. Given the reactants [CH2:1]([O:3][C:4](=[O:12])[C:5]1[CH:10]=[CH:9][CH:8]=[C:7](Br)[CH:6]=1)[CH3:2].[OH:13][CH2:14][C:15]1[CH:16]=[C:17](B(O)O)[CH:18]=[CH:19][CH:20]=1.C(=O)([O-])[O-].[K+].[K+], predict the reaction product. The product is: [OH:13][CH2:14][C:15]1[CH:20]=[C:19]([C:7]2[CH:8]=[CH:9][CH:10]=[C:5]([C:4]([O:3][CH2:1][CH3:2])=[O:12])[CH:6]=2)[CH:18]=[CH:17][CH:16]=1.